From a dataset of Full USPTO retrosynthesis dataset with 1.9M reactions from patents (1976-2016). Predict the reactants needed to synthesize the given product. Given the product [Cl:31][C:28]1[CH:27]=[N:26][C:25]([NH:24][C@@H:20]2[CH2:21][CH2:22][CH2:23][NH:18][C@H:19]2[CH3:32])=[N:30][CH:29]=1, predict the reactants needed to synthesize it. The reactants are: CC1CCCCN1C([O-])=O.C(OC([N:18]1[CH2:23][CH2:22][CH2:21][C@@H:20]([NH:24][C:25]2[N:30]=[CH:29][C:28]([Cl:31])=[CH:27][N:26]=2)[C@@H:19]1[CH3:32])=O)(C)(C)C.